From a dataset of NCI-60 drug combinations with 297,098 pairs across 59 cell lines. Regression. Given two drug SMILES strings and cell line genomic features, predict the synergy score measuring deviation from expected non-interaction effect. (1) Drug 1: COC1=C(C=C2C(=C1)N=CN=C2NC3=CC(=C(C=C3)F)Cl)OCCCN4CCOCC4. Drug 2: CCCCCOC(=O)NC1=NC(=O)N(C=C1F)C2C(C(C(O2)C)O)O. Cell line: HL-60(TB). Synergy scores: CSS=9.44, Synergy_ZIP=-2.47, Synergy_Bliss=1.60, Synergy_Loewe=-19.5, Synergy_HSA=1.44. (2) Drug 1: CC1CC2C3CCC4=CC(=O)C=CC4(C3(C(CC2(C1(C(=O)CO)O)C)O)F)C. Drug 2: B(C(CC(C)C)NC(=O)C(CC1=CC=CC=C1)NC(=O)C2=NC=CN=C2)(O)O. Cell line: UACC62. Synergy scores: CSS=37.6, Synergy_ZIP=0.830, Synergy_Bliss=-0.134, Synergy_Loewe=-46.5, Synergy_HSA=-0.524. (3) Drug 1: C1C(C(OC1N2C=C(C(=O)NC2=O)F)CO)O. Drug 2: COCCOC1=C(C=C2C(=C1)C(=NC=N2)NC3=CC=CC(=C3)C#C)OCCOC.Cl. Cell line: M14. Synergy scores: CSS=-0.166, Synergy_ZIP=1.37, Synergy_Bliss=1.71, Synergy_Loewe=-1.98, Synergy_HSA=-1.10. (4) Drug 1: C1CN1P(=S)(N2CC2)N3CC3. Drug 2: CC1=C(C=C(C=C1)C(=O)NC2=CC(=CC(=C2)C(F)(F)F)N3C=C(N=C3)C)NC4=NC=CC(=N4)C5=CN=CC=C5. Cell line: HOP-62. Synergy scores: CSS=24.2, Synergy_ZIP=3.96, Synergy_Bliss=8.26, Synergy_Loewe=9.01, Synergy_HSA=9.39. (5) Drug 1: CC1=C(C=C(C=C1)NC2=NC=CC(=N2)N(C)C3=CC4=NN(C(=C4C=C3)C)C)S(=O)(=O)N.Cl. Drug 2: C1CNP(=O)(OC1)N(CCCl)CCCl. Cell line: SF-268. Synergy scores: CSS=-3.98, Synergy_ZIP=2.57, Synergy_Bliss=0.881, Synergy_Loewe=-2.84, Synergy_HSA=-2.32. (6) Drug 1: CN1CCC(CC1)COC2=C(C=C3C(=C2)N=CN=C3NC4=C(C=C(C=C4)Br)F)OC. Drug 2: C1C(C(OC1N2C=C(C(=O)NC2=O)F)CO)O. Cell line: HS 578T. Synergy scores: CSS=6.90, Synergy_ZIP=-10.5, Synergy_Bliss=-19.6, Synergy_Loewe=-35.5, Synergy_HSA=-24.3. (7) Drug 1: C1C(C(OC1N2C=NC(=NC2=O)N)CO)O. Drug 2: C1CCC(C(C1)N)N.C(=O)(C(=O)[O-])[O-].[Pt+4]. Cell line: U251. Synergy scores: CSS=5.25, Synergy_ZIP=-4.81, Synergy_Bliss=4.47, Synergy_Loewe=4.51, Synergy_HSA=4.55. (8) Drug 1: CN1C(=O)N2C=NC(=C2N=N1)C(=O)N. Drug 2: CC1CCCC2(C(O2)CC(NC(=O)CC(C(C(=O)C(C1O)C)(C)C)O)C(=CC3=CSC(=N3)C)C)C. Cell line: T-47D. Synergy scores: CSS=31.9, Synergy_ZIP=2.78, Synergy_Bliss=-0.379, Synergy_Loewe=-27.2, Synergy_HSA=-7.61. (9) Drug 1: C1CC(=O)NC(=O)C1N2CC3=C(C2=O)C=CC=C3N. Drug 2: C1=CN(C=N1)CC(O)(P(=O)(O)O)P(=O)(O)O. Cell line: BT-549. Synergy scores: CSS=-1.50, Synergy_ZIP=-1.94, Synergy_Bliss=-5.69, Synergy_Loewe=-6.33, Synergy_HSA=-6.09.